From a dataset of Forward reaction prediction with 1.9M reactions from USPTO patents (1976-2016). Predict the product of the given reaction. (1) Given the reactants [Br:1]Br.[S:3]1[CH2:8][CH2:7][C:6]2([C:17]3[C:12](=[CH:13][CH:14]=[CH:15][CH:16]=3)[O:11][CH2:10][CH2:9]2)[N:5]=[C:4]1[NH2:18].[OH-].[Na+], predict the reaction product. The product is: [Br:1][C:15]1[CH:16]=[C:17]2[C:6]3([CH2:7][CH2:8][S:3][C:4]([NH2:18])=[N:5]3)[CH2:9][CH2:10][O:11][C:12]2=[CH:13][CH:14]=1. (2) Given the reactants [CH:1](=[N:8][CH2:9][C:10]1[CH:15]=[CH:14][CH:13]=[CH:12][CH:11]=1)[C:2]1[CH:7]=[CH:6][CH:5]=[CH:4][CH:3]=1.[N+:16]([CH2:18][C:19]([O:21][CH2:22][CH3:23])=[O:20])#[C-:17], predict the reaction product. The product is: [CH2:1]([N:8]1[CH:9]([C:10]2[CH:15]=[CH:14][CH:13]=[CH:12][CH:11]=2)[CH:18]([C:19]([O:21][CH2:22][CH3:23])=[O:20])[N:16]=[CH:17]1)[C:2]1[CH:7]=[CH:6][CH:5]=[CH:4][CH:3]=1. (3) Given the reactants [C:1](N1C=CN=C1)(N1C=CN=C1)=[O:2].[Cl:13][C:14]1[CH:19]=[CH:18][C:17]([C:20]2[CH:21]=[C:22]3[CH:37]([NH:38][CH2:39][CH2:40][NH2:41])[CH2:36][C:35]([CH3:43])([CH3:42])[O:34][C:23]3=[N:24][C:25]=2[C:26]2[CH:31]=[CH:30][C:29]([Cl:32])=[CH:28][C:27]=2[Cl:33])=[CH:16][CH:15]=1.CCN(CC)CC, predict the reaction product. The product is: [Cl:13][C:14]1[CH:15]=[CH:16][C:17]([C:20]2[CH:21]=[C:22]3[CH:37]([N:38]4[CH2:39][CH2:40][NH:41][C:1]4=[O:2])[CH2:36][C:35]([CH3:43])([CH3:42])[O:34][C:23]3=[N:24][C:25]=2[C:26]2[CH:31]=[CH:30][C:29]([Cl:32])=[CH:28][C:27]=2[Cl:33])=[CH:18][CH:19]=1. (4) Given the reactants [NH:1]1[CH2:6][CH2:5][CH:4]([NH:7][C:8]([C:10]2[O:11][C:12]3[C:17]([C:18](=[O:20])[CH:19]=2)=[CH:16][C:15]([F:21])=[C:14]([Cl:22])[CH:13]=3)=[O:9])[CH2:3][CH2:2]1.[CH2:23](Cl)[CH:24]=[CH:25][C:26]1[CH:31]=[CH:30][CH:29]=[CH:28][CH:27]=1.C(N(CC)CC)C, predict the reaction product. The product is: [Cl:22][C:14]1[CH:13]=[C:12]2[C:17]([C:18](=[O:20])[CH:19]=[C:10]([C:8]([NH:7][CH:4]3[CH2:3][CH2:2][N:1]([CH2:23]/[CH:24]=[CH:25]/[C:26]4[CH:31]=[CH:30][CH:29]=[CH:28][CH:27]=4)[CH2:6][CH2:5]3)=[O:9])[O:11]2)=[CH:16][C:15]=1[F:21]. (5) Given the reactants [CH3:1][O:2][C:3](=[O:35])[CH2:4][N:5]([S:13]([C:16]1[CH:21]=[CH:20][CH:19]=[CH:18][C:17]=1[C:22]([C:24]1[CH:32]=[C:31]([O:33][CH3:34])[C:27]2[O:28][CH2:29][O:30][C:26]=2[CH:25]=1)=O)(=[O:15])=[O:14])[C:6]1[CH:11]=[CH:10][CH:9]=[CH:8][C:7]=1[CH3:12].ClCCl.C(N(CC)CC)C.P([O-])([O-])([O-])=O.[NH4+].[NH4+].[NH4+], predict the reaction product. The product is: [CH3:1][O:2][C:3]([C:4]1[N:5]([C:6]2[CH:11]=[CH:10][CH:9]=[CH:8][C:7]=2[CH3:12])[S:13](=[O:14])(=[O:15])[C:16]2[CH:21]=[CH:20][CH:19]=[CH:18][C:17]=2[C:22]=1[C:24]1[CH:32]=[C:31]([O:33][CH3:34])[C:27]2[O:28][CH2:29][O:30][C:26]=2[CH:25]=1)=[O:35].